From a dataset of Full USPTO retrosynthesis dataset with 1.9M reactions from patents (1976-2016). Predict the reactants needed to synthesize the given product. Given the product [C:35]([OH:42])(=[O:41])/[CH:36]=[CH:37]/[C:38]([OH:40])=[O:39].[CH2:30]([N:3]([CH2:1][CH3:2])[CH2:4][CH2:5][NH:6][C:7]([C:9]1[C:17]2[CH2:16][CH2:15][CH2:14]/[C:13](=[C:18]3/[C:19](=[O:28])[NH:20][C:21]4[C:26]/3=[CH:25][C:24]([F:27])=[CH:23][CH:22]=4)/[C:12]=2[NH:11][C:10]=1[CH3:29])=[O:8])[CH3:31], predict the reactants needed to synthesize it. The reactants are: [CH2:1]([N:3]([CH2:30][CH3:31])[CH2:4][CH2:5][NH:6][C:7]([C:9]1[C:17]2[CH2:16][CH2:15][CH2:14]/[C:13](=[C:18]3/[C:19](=[O:28])[NH:20][C:21]4[C:26]/3=[CH:25][C:24]([F:27])=[CH:23][CH:22]=4)/[C:12]=2[NH:11][C:10]=1[CH3:29])=[O:8])[CH3:2].C(#N)C.[C:35]([OH:42])(=[O:41])/[CH:36]=[CH:37]/[C:38]([OH:40])=[O:39].